Task: Predict the reactants needed to synthesize the given product.. Dataset: Full USPTO retrosynthesis dataset with 1.9M reactions from patents (1976-2016) (1) The reactants are: Cl[C:2]1[C:7]([Cl:8])=[CH:6][N:5]=[C:4]([NH:9][C:10](=[O:15])[C:11]([CH3:14])([CH3:13])[CH3:12])[CH:3]=1.[NH2:16][CH2:17][CH:18]1[CH2:23][CH2:22][N:21]([C:24]([O:26][CH2:27][C:28]2[CH:33]=[CH:32][CH:31]=[CH:30][CH:29]=2)=[O:25])[CH2:20][CH2:19]1.C(N(CC)CC)C. Given the product [NH3:5].[Cl:8][C:7]1[C:2]([NH:16][CH2:17][CH:18]2[CH2:23][CH2:22][N:21]([C:24]([O:26][CH2:27][C:28]3[CH:29]=[CH:30][CH:31]=[CH:32][CH:33]=3)=[O:25])[CH2:20][CH2:19]2)=[CH:3][C:4]([NH:9][C:10](=[O:15])[C:11]([CH3:14])([CH3:13])[CH3:12])=[N:5][CH:6]=1, predict the reactants needed to synthesize it. (2) Given the product [CH3:19][C:16]1[CH:17]=[CH:18][C:13]([O:12][C:8]2[CH:7]=[C:6]([CH2:5][C:4]([OH:27])=[O:3])[CH:11]=[CH:10][CH:9]=2)=[C:14]([CH2:20][N:21]2[CH2:25][CH2:24][O:23][C:22]2=[O:26])[CH:15]=1, predict the reactants needed to synthesize it. The reactants are: C([O:3][C:4](=[O:27])[CH2:5][C:6]1[CH:11]=[CH:10][CH:9]=[C:8]([O:12][C:13]2[CH:18]=[CH:17][C:16]([CH3:19])=[CH:15][C:14]=2[CH2:20][N:21]2[CH2:25][CH2:24][O:23][C:22]2=[O:26])[CH:7]=1)C.[OH-].[Li+]. (3) Given the product [Br:1][C:2]1[CH:12]=[CH:11][C:5]2[O:6][C:7]3[C:8](=[O:9])[NH:10][C:16]([CH2:17][NH:26][C:25]4[CH:27]=[CH:28][C:22]([F:21])=[CH:23][CH:24]=4)=[N:14][C:13]=3[C:4]=2[CH:3]=1, predict the reactants needed to synthesize it. The reactants are: [Br:1][C:2]1[CH:12]=[CH:11][C:5]([O:6][CH2:7][C:8]([NH2:10])=[O:9])=[C:4]([C:13]#[N:14])[CH:3]=1.N1CCC[CH2:17][CH2:16]1.[F:21][C:22]1[CH:28]=[CH:27][C:25]([NH2:26])=[CH:24][CH:23]=1. (4) Given the product [CH2:19]([O:18][C:16](=[O:17])[NH:15][CH2:14][C@H:11]1[CH2:12][CH2:13][C@@H:8]([NH2:7])[CH2:9][CH2:10]1)[C:20]1[CH:21]=[CH:22][CH:23]=[CH:24][CH:25]=1, predict the reactants needed to synthesize it. The reactants are: C(OC(=O)[NH:7][C@H:8]1[CH2:13][CH2:12][C@@H:11]([CH2:14][NH:15][C:16]([O:18][CH2:19][C:20]2[CH:25]=[CH:24][CH:23]=[CH:22][CH:21]=2)=[O:17])[CH2:10][CH2:9]1)(C)(C)C.Cl. (5) Given the product [C:46]([N:8]1[C:6]2[C:5](=[CH:4][CH:3]=[C:2]([Cl:1])[CH:7]=2)[C:10]2([CH:15]([C:16]3[CH:21]=[C:20]([Cl:22])[CH:19]=[CH:18][C:17]=3[O:23][C:24]([CH2:34][CH3:35])([C:27]([NH:29][S:30]([CH3:33])(=[O:32])=[O:31])=[O:28])[CH2:25][CH3:26])[CH2:14][C:13](=[O:36])[NH:12][CH:11]2[C:37]2[CH:42]=[C:41]([Cl:43])[CH:40]=[CH:39][C:38]=2[CH3:44])[C:9]1=[O:45])(=[O:48])[CH3:47], predict the reactants needed to synthesize it. The reactants are: [Cl:1][C:2]1[CH:7]=[C:6]2[NH:8][C:9](=[O:45])[C:10]3([CH:15]([C:16]4[CH:21]=[C:20]([Cl:22])[CH:19]=[CH:18][C:17]=4[O:23][C:24]([CH2:34][CH3:35])([C:27]([NH:29][S:30]([CH3:33])(=[O:32])=[O:31])=[O:28])[CH2:25][CH3:26])[CH2:14][C:13](=[O:36])[NH:12][CH:11]3[C:37]3[CH:42]=[C:41]([Cl:43])[CH:40]=[CH:39][C:38]=3[CH3:44])[C:5]2=[CH:4][CH:3]=1.[C:46](OC(=O)C)(=[O:48])[CH3:47]. (6) Given the product [NH2:1][C:2]1[N:7]=[C:6]([N:8]2[C@H:13]([CH3:14])[CH2:12][CH2:11][C@H:10]([C:15]([NH:69][CH2:68][C:63]3[CH:64]=[CH:65][CH:66]=[CH:67][C:62]=3[O:61][CH3:60])=[O:16])[CH2:9]2)[CH:5]=[C:4]([C:18]2[CH:23]=[CH:22][C:21]([C:24]#[N:25])=[C:20]([F:26])[CH:19]=2)[N:3]=1, predict the reactants needed to synthesize it. The reactants are: [NH2:1][C:2]1[N:7]=[C:6]([N:8]2[C@H:13]([CH3:14])[CH2:12][CH2:11][C@H:10]([C:15](O)=[O:16])[CH2:9]2)[CH:5]=[C:4]([C:18]2[CH:23]=[CH:22][C:21]([C:24]#[N:25])=[C:20]([F:26])[CH:19]=2)[N:3]=1.CN(C(ON1N=NC2C=CC=NC1=2)=[N+](C)C)C.F[P-](F)(F)(F)(F)F.CCN(C(C)C)C(C)C.[CH3:60][O:61][C:62]1[CH:67]=[CH:66][CH:65]=[CH:64][C:63]=1[CH2:68][NH2:69].